Dataset: Full USPTO retrosynthesis dataset with 1.9M reactions from patents (1976-2016). Task: Predict the reactants needed to synthesize the given product. (1) Given the product [NH2:1][C@H:2]([C:3]([CH:5]([CH2:9][CH2:10][CH2:11][C@H:12]1[C@@H:20]2[C@@H:15]([NH:16][C:17]([NH:19]2)=[O:18])[CH2:14][S:13]1)[C:6](=[O:7])[OH:8])=[O:4])[C:38]([CH3:41])([CH3:40])[CH3:39], predict the reactants needed to synthesize it. The reactants are: [NH2:1][CH2:2][C:3]([CH:5]([CH2:9][CH2:10][CH2:11][C@H:12]1[C@@H:20]2[C@@H:15]([NH:16][C:17]([NH:19]2)=[O:18])[CH2:14][S:13]1)[C:6](=[O:8])[OH:7])=[O:4].OC(CCCC[C@H]1[C@@H]2[C@@H](NC(N2)=O)CS1)=O.Cl.[C:38](OC(=O)CN)([CH3:41])([CH3:40])[CH3:39].CN1CCOCC1.ON1C2C=CC=CC=2N=N1.Cl.CN(C)CCCN=C=NCC. (2) Given the product [CH2:38]([O:40][C:41]([C:42]1[CH:43]=[C:44]([C:46]2[CH:50]=[CH:49][NH:48][CH:47]=2)[N:62]([C:64]2[CH:65]=[N:66][C:26]([O:25][CH3:18])=[CH:27][CH:69]=2)[N:63]=1)=[O:61])[CH3:39], predict the reactants needed to synthesize it. The reactants are: C1(S(N2C=CC(C(=O)C)=C2)(=O)=O)C=CC=CC=1.[C:18]([O:25][CH2:26][CH3:27])(=O)[C:18]([O:25][CH2:26][CH3:27])=O.C[Si]([N-][Si](C)(C)C)(C)C.[Li+].[CH2:38]([O:40][C:41](=[O:61])[C:42](=O)[CH2:43][C:44]([C:46]1[CH:50]=[CH:49][N:48](S(C2C=CC=CC=2)(=O)=O)[CH:47]=1)=O)[CH3:39].[NH:62]([C:64]1[C:65](OC)=[N:66]C=C[CH:69]=1)[NH2:63].Cl. (3) Given the product [F:64][C:58]1[C:59]([F:63])=[CH:60][CH:61]=[CH:62][C:57]=1[CH2:56][S:55][C:49]1[N:48]=[C:47]([NH:5][S:2]([CH3:1])(=[O:4])=[O:3])[CH:52]=[C:51]([S:53][CH3:54])[N:50]=1, predict the reactants needed to synthesize it. The reactants are: [CH3:1][S:2]([NH2:5])(=[O:4])=[O:3].C1(P(C2CCCCC2)C2C=CC=CC=2C2C(C(C)C)=CC(C(C)C)=CC=2C(C)C)CCCCC1.C(=O)([O-])[O-].[Cs+].[Cs+].Cl[C:47]1[CH:52]=[C:51]([S:53][CH3:54])[N:50]=[C:49]([S:55][CH2:56][C:57]2[CH:62]=[CH:61][CH:60]=[C:59]([F:63])[C:58]=2[F:64])[N:48]=1.[Cl-].[NH4+]. (4) Given the product [Br:1][CH2:8][CH2:9][CH2:10][C:11]1[CH:16]=[CH:15][C:14]([NH:17][C:18](=[O:19])[O:20][C:21]([CH3:24])([CH3:23])[CH3:22])=[CH:13][CH:12]=1, predict the reactants needed to synthesize it. The reactants are: [Br-:1].[Na+].CS(O[CH2:8][CH2:9][CH2:10][C:11]1[CH:16]=[CH:15][C:14]([NH:17][C:18]([O:20][C:21]([CH3:24])([CH3:23])[CH3:22])=[O:19])=[CH:13][CH:12]=1)(=O)=O.O.CCOC(C)=O. (5) Given the product [C:1]([C:5]1[CH:42]=[CH:41][C:8]([CH2:9][O:10][C:11]2[CH:16]=[CH:15][CH:14]=[CH:13][C:12]=2/[CH:17]=[CH:18]/[CH:19]([CH2:31][CH2:32][C:33]2[CH:38]=[CH:37][C:36]([C:39]#[N:40])=[CH:35][CH:34]=2)[CH2:20][C:21]2[CH:22]=[CH:23][C:24]([C:25]([OH:27])=[O:26])=[CH:29][CH:30]=2)=[CH:7][CH:6]=1)([CH3:4])([CH3:2])[CH3:3], predict the reactants needed to synthesize it. The reactants are: [C:1]([C:5]1[CH:42]=[CH:41][C:8]([CH2:9][O:10][C:11]2[CH:16]=[CH:15][CH:14]=[CH:13][C:12]=2/[CH:17]=[CH:18]/[CH:19]([CH2:31][CH2:32][C:33]2[CH:38]=[CH:37][C:36]([C:39]#[N:40])=[CH:35][CH:34]=2)[CH2:20][C:21]2[CH:30]=[CH:29][C:24]([C:25]([O:27]C)=[O:26])=[CH:23][CH:22]=2)=[CH:7][CH:6]=1)([CH3:4])([CH3:3])[CH3:2].[OH-].[Li+].Cl. (6) Given the product [CH3:19][N:20](/[CH:22]=[C:10]1\[CH2:9][CH:8]([C:5]2[CH:4]=[CH:3][C:2](/[N:1]=[CH:19]\[N:20]([CH3:22])[CH3:21])=[CH:7][CH:6]=2)[C:17]2[C:12]([C:11]\1=[O:18])=[CH:13][CH:14]=[CH:15][CH:16]=2)[CH3:21], predict the reactants needed to synthesize it. The reactants are: [NH2:1][C:2]1[CH:7]=[CH:6][C:5]([CH:8]2[C:17]3[C:12](=[CH:13][CH:14]=[CH:15][CH:16]=3)[C:11](=[O:18])[CH2:10][CH2:9]2)=[CH:4][CH:3]=1.[CH3:19][N:20]([CH:22](OC)OC)[CH3:21]. (7) The reactants are: CN(C)[C:3](Cl)=[O:4].[F:7][C:8]1[CH:13]=[C:12]([N+:14]([O-:16])=[O:15])[CH:11]=[CH:10][C:9]=1[N:17]1[CH2:22][CH2:21][CH:20]([C:23]([NH:25][NH2:26])=[O:24])[CH2:19][CH2:18]1. Given the product [F:7][C:8]1[CH:13]=[C:12]([N+:14]([O-:16])=[O:15])[CH:11]=[CH:10][C:9]=1[N:17]1[CH2:22][CH2:21][CH:20]([C:23]2[O:24][C:3](=[O:4])[NH:26][N:25]=2)[CH2:19][CH2:18]1, predict the reactants needed to synthesize it. (8) Given the product [OH:8][N:9]1[C:15](=[O:16])[N:14]2[CH2:17][C@H:10]1[CH2:11][CH2:12][C@H:13]2[C:18]([NH:20][N:21]([CH3:29])[C:22]([O:24][C:25]([CH3:27])([CH3:26])[CH3:28])=[O:23])=[O:19], predict the reactants needed to synthesize it. The reactants are: C([O:8][N:9]1[C:15](=[O:16])[N:14]2[CH2:17][C@H:10]1[CH2:11][CH2:12][C@H:13]2[C:18]([NH:20][N:21]([CH3:29])[C:22]([O:24][C:25]([CH3:28])([CH3:27])[CH3:26])=[O:23])=[O:19])C1C=CC=CC=1.[H][H]. (9) Given the product [Br:10][C:7]1[N:8]=[CH:9][C:4]([C:1]([C:17]2[CH:16]=[CH:15][N:14]=[CH:13][CH:12]=2)([OH:3])[CH3:2])=[CH:5][CH:6]=1, predict the reactants needed to synthesize it. The reactants are: [C:1]([C:4]1[CH:5]=[CH:6][C:7]([Br:10])=[N:8][CH:9]=1)(=[O:3])[CH3:2].I[C:12]1[CH:13]=[N:14][CH:15]=[CH:16][CH:17]=1.[Li]CCCC.CCCCCC.